From a dataset of Full USPTO retrosynthesis dataset with 1.9M reactions from patents (1976-2016). Predict the reactants needed to synthesize the given product. (1) Given the product [NH2:8][C:9]1[N:14]=[C:13]([CH2:15][CH:16]([CH:18]2[CH2:23][CH2:22][NH:21][CH2:20][CH2:19]2)[OH:17])[CH:12]=[CH:11][CH:10]=1, predict the reactants needed to synthesize it. The reactants are: C(OC([NH:8][C:9]1[N:14]=[C:13]([CH2:15][CH:16]([CH:18]2[CH2:23][CH2:22][N:21](C(OC(C)(C)C)=O)[CH2:20][CH2:19]2)[OH:17])[CH:12]=[CH:11][CH:10]=1)=O)(C)(C)C. (2) Given the product [CH3:14][O:15][C:16]([C:18]1[N:19]=[CH:20][N:21]([C:7]2[CH:8]=[CH:9][C:4]([N+:1]([O-:3])=[O:2])=[C:5]([N+:11]([O-:13])=[O:12])[CH:6]=2)[CH:22]=1)=[O:17], predict the reactants needed to synthesize it. The reactants are: [N+:1]([C:4]1[CH:9]=[CH:8][C:7](F)=[CH:6][C:5]=1[N+:11]([O-:13])=[O:12])([O-:3])=[O:2].[CH3:14][O:15][C:16]([C:18]1[N:19]=[CH:20][NH:21][CH:22]=1)=[O:17].[H-].[Na+].Cl. (3) Given the product [F:1][C:2]1[N:7]=[CH:6][C:5]([CH:8]2[O:12][C:11](=[O:13])[N:10]([C:28]([O:30][C:31]([CH3:34])([CH3:33])[CH3:32])=[O:29])[CH:9]2[CH2:14][C:15]2[CH:20]=[CH:19][CH:18]=[C:17]([O:21][C:22]([F:26])([F:27])[CH:23]([F:24])[F:25])[CH:16]=2)=[CH:4][CH:3]=1, predict the reactants needed to synthesize it. The reactants are: [F:1][C:2]1[N:7]=[CH:6][C:5]([CH:8]2[O:12][C:11](=[O:13])[NH:10][CH:9]2[CH2:14][C:15]2[CH:20]=[CH:19][CH:18]=[C:17]([O:21][C:22]([F:27])([F:26])[CH:23]([F:25])[F:24])[CH:16]=2)=[CH:4][CH:3]=1.[C:28](O[C:28]([O:30][C:31]([CH3:34])([CH3:33])[CH3:32])=[O:29])([O:30][C:31]([CH3:34])([CH3:33])[CH3:32])=[O:29].CN(C1C=CC=CN=1)C.O. (4) The reactants are: [CH2:1]([C@:3]12[C:16]3[C:11](=[CH:12][C:13]([OH:17])=[CH:14][CH:15]=3)[CH2:10][CH2:9][C@@H:8]1[CH2:7][C@@:6]([OH:24])([C:18]1[CH:19]=[N:20][CH:21]=[CH:22][CH:23]=1)[C:5](=[O:25])[CH2:4]2)[CH3:2].[CH3:26][Li].[I-].[Li+]. Given the product [CH2:1]([C@:3]12[C:16]3[C:11](=[CH:12][C:13]([OH:17])=[CH:14][CH:15]=3)[CH2:10][CH2:9][C@@H:8]1[CH2:7][C@:6]([C:18]1[CH:19]=[N:20][CH:21]=[CH:22][CH:23]=1)([OH:24])[C@:5]([CH3:26])([OH:25])[CH2:4]2)[CH3:2], predict the reactants needed to synthesize it. (5) Given the product [CH:21]1([C:19]([C:13]2[CH:14]=[C:15]([CH3:18])[CH:16]=[CH:17][C:12]=2[NH:11][C:9](=[O:10])[NH:8][C:5]2[S:6][CH:7]=[C:3]([CH2:2][NH:1][C:31](=[O:32])[CH2:30][S:27]([CH3:26])(=[O:29])=[O:28])[N:4]=2)=[O:20])[CH2:25][CH2:24][CH2:23][CH2:22]1, predict the reactants needed to synthesize it. The reactants are: [NH2:1][CH2:2][C:3]1[N:4]=[C:5]([NH:8][C:9]([NH:11][C:12]2[CH:17]=[CH:16][C:15]([CH3:18])=[CH:14][C:13]=2[C:19]([CH:21]2[CH2:25][CH2:24][CH2:23][CH2:22]2)=[O:20])=[O:10])[S:6][CH:7]=1.[CH3:26][S:27]([CH2:30][C:31](O)=[O:32])(=[O:29])=[O:28]. (6) Given the product [Cl:1][C:2]1[CH:3]=[CH:4][C:5]([S:11]([NH:14][CH2:15][CH2:16][CH3:17])(=[O:13])=[O:12])=[C:6]([C:7]([N:56]2[CH2:55][CH2:54][C:53]([CH2:52][CH2:51][N:50]3[CH:45]4[CH2:46][CH2:47][CH:48]3[CH2:49][CH:43]([N:42]3[C:41]5[CH:65]=[CH:66][CH:67]=[CH:68][C:40]=5[N:39]=[C:38]3[CH3:37])[CH2:44]4)([C:59]3[CH:60]=[CH:61][CH:62]=[CH:63][CH:64]=3)[CH2:58][CH2:57]2)=[O:9])[CH:10]=1, predict the reactants needed to synthesize it. The reactants are: [Cl:1][C:2]1[CH:3]=[CH:4][C:5]([S:11]([NH:14][CH2:15][CH2:16][CH3:17])(=[O:13])=[O:12])=[C:6]([CH:10]=1)[C:7]([OH:9])=O.ClC1C=C(C=CC=1S(NCCC)(=O)=O)C(O)=O.Cl.Cl.[CH3:37][C:38]1[N:42]([CH:43]2[CH2:49][CH:48]3[N:50]([CH2:51][CH2:52][C:53]4([C:59]5[CH:64]=[CH:63][CH:62]=[CH:61][CH:60]=5)[CH2:58][CH2:57][NH:56][CH2:55][CH2:54]4)[CH:45]([CH2:46][CH2:47]3)[CH2:44]2)[C:41]2[CH:65]=[CH:66][CH:67]=[CH:68][C:40]=2[N:39]=1.CC1N(C2CC3N(CCC4(C5C=CC=CC=5)CCN(C(C5C=CC=CC=5S(NC(=O)OC(C)(C)C)(=O)=O)=O)CC4)C(CC3)C2)C2C=CC=CC=2N=1. (7) Given the product [CH3:32][O:33][C@@H:34]1[C@H:39]([O:40][CH3:41])[C@@H:38]([O:42][CH3:43])[C@H:37]([CH3:44])[O:36][C@H:35]1[O:45][C:46](=[O:47])[NH:21][C:18]1[CH:19]=[CH:20][C:15]([C:13]2[CH:12]=[CH:11][N:10]=[C:9]([C:6]3[CH:5]=[CH:4][C:3]([O:2][CH3:1])=[CH:8][CH:7]=3)[N:14]=2)=[CH:16][CH:17]=1, predict the reactants needed to synthesize it. The reactants are: [CH3:1][O:2][C:3]1[CH:8]=[CH:7][C:6]([C:9]2[N:14]=[C:13]([C:15]3[CH:20]=[CH:19][C:18]([NH2:21])=[CH:17][CH:16]=3)[CH:12]=[CH:11][N:10]=2)=[CH:5][CH:4]=1.C[Si](C)(C)[N-][Si](C)(C)C.[K+].[CH3:32][O:33][CH:34]1[CH:39]([O:40][CH3:41])[CH:38]([O:42][CH3:43])[CH:37]([CH3:44])[O:36][CH:35]1[O:45][C:46](=O)[O:47]C1C=CC([N+]([O-])=O)=CC=1.C(=O)(O)[O-].[Na+].